This data is from Reaction yield outcomes from USPTO patents with 853,638 reactions. The task is: Predict the reaction yield, written as a fraction of the theoretical maximum amount of product (1.0 means a 100% yield; for example, 0.34 means a 34% yield). (1) The reactants are [NH2:1][C:2]1[CH:7]=[CH:6][C:5]([CH2:8][C:9]([O:11][C:12]([CH3:15])([CH3:14])[CH3:13])=[O:10])=[CH:4][C:3]=1[O:16][CH3:17].C(N(CC)CC)C.[CH3:25][O:26][C:27]1[CH:32]=[CH:31][CH:30]=[CH:29][C:28]=1[N:33]=[C:34]=[O:35]. The catalyst is C1COCC1. The product is [CH3:25][O:26][C:27]1[CH:32]=[CH:31][CH:30]=[CH:29][C:28]=1[NH:33][C:34](=[O:35])[NH:1][C:2]1[CH:7]=[CH:6][C:5]([CH2:8][C:9]([O:11][C:12]([CH3:14])([CH3:13])[CH3:15])=[O:10])=[CH:4][C:3]=1[O:16][CH3:17]. The yield is 0.900. (2) The reactants are [N:1]1[C:10]2[C:5](=[CH:6][CH:7]=[CH:8][CH:9]=2)[CH:4]=[CH:3][C:2]=1[NH2:11].C(N(CC)CC)C.Cl[C:20](=[O:26])[C:21]([O:23][CH2:24][CH3:25])=[O:22]. The catalyst is ClCCl. The product is [O:26]=[C:20]([NH:11][C:2]1[CH:3]=[CH:4][C:5]2[C:10](=[CH:9][CH:8]=[CH:7][CH:6]=2)[N:1]=1)[C:21]([O:23][CH2:24][CH3:25])=[O:22]. The yield is 0.620. (3) The reactants are [NH2:1][C:2]1[CH:17]=[CH:16][C:5]([O:6][C:7]2[CH:12]=[CH:11][N:10]=[C:9]([C:13]([NH2:15])=[O:14])[CH:8]=2)=[CH:4][C:3]=1[Cl:18].[CH3:19][N:20]1[C:24]([CH3:25])=[C:23]([C:26](O)=[O:27])[C:22](=[O:29])[N:21]1[C:30]1[CH:35]=[CH:34][CH:33]=[CH:32][CH:31]=1.CCN=C=NCCCN(C)C.C1C=NC2N(O)N=NC=2C=1. The catalyst is C(Cl)Cl.O. The product is [Cl:18][C:3]1[CH:4]=[C:5]([CH:16]=[CH:17][C:2]=1[NH:1][C:26]([C:23]1[C:22](=[O:29])[N:21]([C:30]2[CH:31]=[CH:32][CH:33]=[CH:34][CH:35]=2)[N:20]([CH3:19])[C:24]=1[CH3:25])=[O:27])[O:6][C:7]1[CH:12]=[CH:11][N:10]=[C:9]([C:13]([NH2:15])=[O:14])[CH:8]=1. The yield is 0.465.